From a dataset of Catalyst prediction with 721,799 reactions and 888 catalyst types from USPTO. Predict which catalyst facilitates the given reaction. (1) Reactant: [CH3:1][C:2]1[CH:11]=[CH:10][C:9]2[C:4](=[CH:5][CH:6]=[C:7]([C:12]([OH:14])=O)[CH:8]=2)[N:3]=1.CN(C(ON1N=NC2C=CC=NC1=2)=[N+](C)C)C.F[P-](F)(F)(F)(F)F.[NH2:39][CH2:40][C@@H:41]([OH:53])[CH2:42][N:43]1[CH2:52][CH2:51][C:50]2[C:45](=[CH:46][CH:47]=[CH:48][CH:49]=2)[CH2:44]1. Product: [CH2:44]1[C:45]2[C:50](=[CH:49][CH:48]=[CH:47][CH:46]=2)[CH2:51][CH2:52][N:43]1[CH2:42][C@H:41]([OH:53])[CH2:40][NH:39][C:12]([C:7]1[CH:8]=[C:9]2[C:4](=[CH:5][CH:6]=1)[N:3]=[C:2]([CH3:1])[CH:11]=[CH:10]2)=[O:14]. The catalyst class is: 2. (2) Reactant: [F:1][C:2]1[CH:3]=[C:4]([CH:8]([C:33]2[CH:38]=[CH:37][CH:36]=[C:35]([F:39])[CH:34]=2)[C:9]2[S:13][C:12]([C:14]([NH:16][C@@H:17]([CH2:22][CH2:23][CH2:24][NH:25][C:26]([O:28][C:29]([CH3:32])([CH3:31])[CH3:30])=[O:27])[C:18]([O:20]C)=[O:19])=[O:15])=[CH:11][CH:10]=2)[CH:5]=[CH:6][CH:7]=1. Product: [F:1][C:2]1[CH:3]=[C:4]([CH:8]([C:33]2[CH:38]=[CH:37][CH:36]=[C:35]([F:39])[CH:34]=2)[C:9]2[S:13][C:12]([C:14]([NH:16][C@@H:17]([CH2:22][CH2:23][CH2:24][NH:25][C:26]([O:28][C:29]([CH3:31])([CH3:32])[CH3:30])=[O:27])[C:18]([OH:20])=[O:19])=[O:15])=[CH:11][CH:10]=2)[CH:5]=[CH:6][CH:7]=1. The catalyst class is: 273. (3) Product: [NH2:20][C:17]1[C:16]([O:21][CH3:22])=[CH:15][CH:14]=[C:13]2[C:18]=1[CH:19]=[C:11]([CH2:9][OH:8])[N:12]2[CH3:23]. Reactant: [H-].[Al+3].[Li+].[H-].[H-].[H-].C[O:8][C:9]([C:11]1[N:12]([CH3:23])[C:13]2[C:18]([CH:19]=1)=[C:17]([NH2:20])[C:16]([O:21][CH3:22])=[CH:15][CH:14]=2)=O. The catalyst class is: 1. (4) Product: [Br:1][C:2]1[CH:3]=[C:4]([NH:10][C:11]([N:13]2[C:21]3[C:16](=[CH:17][C:18]([O:26][CH3:27])=[C:19]([C:22]([F:24])([F:25])[F:23])[CH:20]=3)[CH2:15][CH2:14]2)=[O:12])[CH:5]=[C:6]([C:30]2[CH:29]=[N:28][CH:33]=[CH:32][CH:31]=2)[C:7]=1[CH3:8]. The catalyst class is: 762. Reactant: [Br:1][C:2]1[CH:3]=[C:4]([NH:10][C:11]([N:13]2[C:21]3[C:16](=[CH:17][C:18]([O:26][CH3:27])=[C:19]([C:22]([F:25])([F:24])[F:23])[CH:20]=3)[CH2:15][CH2:14]2)=[O:12])[CH:5]=[C:6](Br)[C:7]=1[CH3:8].[N:28]1[CH:33]=[CH:32][CH:31]=[C:30](B(O)O)[CH:29]=1.C(=O)([O-])[O-].[Na+].[Na+]. (5) Reactant: I([O-])(=O)(=O)=O.[Na+].Cl.[CH2:8]([S:10][C:11]1[CH:12]=[C:13]2[C:18](=[C:19]3[CH2:23][C:22]([CH3:25])([CH3:24])[O:21][C:20]=13)[CH:17]=[N:16][C:15]([CH3:27])([CH3:26])[CH2:14]2)[CH3:9].C(=O)([O-])O.[Na+].[OH2:33]. Product: [CH2:8]([S:10]([C:11]1[CH:12]=[C:13]2[C:18](=[C:19]3[CH2:23][C:22]([CH3:25])([CH3:24])[O:21][C:20]=13)[C:17]([C:11]1[CH:12]=[CH:13][CH:18]=[CH:19][CH:20]=1)=[N:16][C:15]([CH3:26])([CH3:27])[CH2:14]2)=[O:33])[CH3:9]. The catalyst class is: 5. (6) Reactant: [C:1]([C:5]1[C:6]([O:16][CH:17]([CH3:19])[CH3:18])=[C:7]([C:10]([CH3:15])=[C:11]([C:13]#[CH:14])[CH:12]=1)[CH:8]=[O:9])([CH3:4])([CH3:3])[CH3:2].[CH3:20][O:21][C:22](=[O:31])[CH2:23][C:24]1[CH:29]=[CH:28][C:27](I)=[CH:26][CH:25]=1.C(N(CC)CC)C.C(OCC)(=O)C. Product: [CH3:20][O:21][C:22](=[O:31])[CH2:23][C:24]1[CH:25]=[CH:26][C:27]([C:14]#[C:13][C:11]2[CH:12]=[C:5]([C:1]([CH3:4])([CH3:2])[CH3:3])[C:6]([O:16][CH:17]([CH3:19])[CH3:18])=[C:7]([CH:8]=[O:9])[C:10]=2[CH3:15])=[CH:28][CH:29]=1. The catalyst class is: 730. (7) Reactant: C([O-])(=O)C.[K+].[B:15]1([B:15]2[O:19][C:18]([CH3:21])([CH3:20])[C:17]([CH3:23])([CH3:22])[O:16]2)[O:19][C:18]([CH3:21])([CH3:20])[C:17]([CH3:23])([CH3:22])[O:16]1.[C:24]([O:27][C:28]1[CH:55]=[CH:54][C:53](Br)=[CH:52][C:29]=1[C:30]([NH:32][C:33]1[CH:45]=[C:44]([C:46]2[CH:51]=[CH:50][CH:49]=[CH:48][CH:47]=2)[CH:43]=[CH:42][C:34]=1[C:35]([O:37][C:38]([CH3:41])([CH3:40])[CH3:39])=[O:36])=[O:31])(=[O:26])[CH3:25].C(=O)(O)[O-].[Na+]. Product: [C:24]([O:27][C:28]1[CH:55]=[CH:54][C:53]([B:15]2[O:16][C:17]([CH3:22])([CH3:23])[C:18]([CH3:20])([CH3:21])[O:19]2)=[CH:52][C:29]=1[C:30]([NH:32][C:33]1[CH:45]=[C:44]([C:46]2[CH:51]=[CH:50][CH:49]=[CH:48][CH:47]=2)[CH:43]=[CH:42][C:34]=1[C:35]([O:37][C:38]([CH3:41])([CH3:40])[CH3:39])=[O:36])=[O:31])(=[O:26])[CH3:25]. The catalyst class is: 684.